Dataset: Full USPTO retrosynthesis dataset with 1.9M reactions from patents (1976-2016). Task: Predict the reactants needed to synthesize the given product. Given the product [I:10][C:3]1[C:4]2[C:9](=[N:8][CH:7]=[CH:6][CH:5]=2)[NH:1][CH:2]=1, predict the reactants needed to synthesize it. The reactants are: [NH:1]1[C:9]2[C:4](=[CH:5][CH:6]=[CH:7][N:8]=2)[CH:3]=[CH:2]1.[I:10]I.[I-].[K+].[OH-].[Na+].